Task: Predict the reactants needed to synthesize the given product.. Dataset: Full USPTO retrosynthesis dataset with 1.9M reactions from patents (1976-2016) (1) Given the product [CH2:1]([O:8][C:9]1[CH:14]=[CH:13][CH:12]=[CH:11][C:10]=1[C:19]1([OH:29])[C:20]2[C:25](=[CH:24][C:23]3[CH2:26][CH2:27][CH2:28][C:22]=3[CH:21]=2)[NH:17][C:18]1=[O:30])[C:2]1[CH:7]=[CH:6][CH:5]=[CH:4][CH:3]=1, predict the reactants needed to synthesize it. The reactants are: [CH2:1]([O:8][C:9]1[CH:14]=[CH:13][CH:12]=[CH:11][C:10]=1Br)[C:2]1[CH:7]=[CH:6][CH:5]=[CH:4][CH:3]=1.[Mg].[NH:17]1[C:25]2[C:20](=[CH:21][C:22]3[CH2:28][CH2:27][CH2:26][C:23]=3[CH:24]=2)[C:19](=[O:29])[C:18]1=[O:30].Cl. (2) Given the product [NH2:1][C:2]1[CH:3]=[CH:4][C:5]([F:20])=[C:6]([C@@:8]2([CH3:19])[N:13]=[C:12]([NH2:23])[C@:11]([F:16])([CH3:15])[CH2:10][C:9]2([F:18])[F:17])[CH:7]=1, predict the reactants needed to synthesize it. The reactants are: [NH2:1][C:2]1[CH:3]=[CH:4][C:5]([F:20])=[C:6]([C@@:8]2([CH3:19])[NH:13][C:12](=S)[C@:11]([F:16])([CH3:15])[CH2:10][C:9]2([F:18])[F:17])[CH:7]=1.CO.[NH3:23]. (3) Given the product [N+:1]([C:4]1[CH:5]=[C:6]([CH:20]=[CH:21][CH:22]=1)[CH2:7][CH2:8][NH2:9])([O-:3])=[O:2], predict the reactants needed to synthesize it. The reactants are: [N+:1]([C:4]1[CH:5]=[C:6]([CH:20]=[CH:21][CH:22]=1)[CH2:7][CH2:8][N:9]1C(=O)C2=CC=CC=C2C1=O)([O-:3])=[O:2].NN. (4) Given the product [F:1][C:2]1[CH:7]=[CH:6][C:5](/[C:8](/[C:10]2[CH:11]=[N:12][C:13]([O:16][CH3:17])=[CH:14][CH:15]=2)=[N:19]\[OH:20])=[CH:4][CH:3]=1, predict the reactants needed to synthesize it. The reactants are: [F:1][C:2]1[CH:7]=[CH:6][C:5]([C:8]([C:10]2[CH:11]=[N:12][C:13]([O:16][CH3:17])=[CH:14][CH:15]=2)=O)=[CH:4][CH:3]=1.Cl.[NH2:19][OH:20].CCN(C(C)C)C(C)C. (5) Given the product [C:30]([O:18][CH2:17][C@H:16]([N:15]1[CH:7]=[CH:6][C:5]2[C:10](=[CH:11][CH:12]=[CH:13][C:4]=2[N+:1]([O-:3])=[O:2])[C:9]1=[O:14])[CH3:19])(=[O:32])[CH3:31], predict the reactants needed to synthesize it. The reactants are: [N+:1]([C:4]1[CH:13]=[CH:12][CH:11]=[C:10]2[C:5]=1[CH:6]=[CH:7]O[C:9]2=[O:14])([O-:3])=[O:2].[NH2:15][C@H:16]([CH3:19])[CH2:17][OH:18].CO.C(Cl)Cl.CN(C)C=O.[C:30](Cl)(=[O:32])[CH3:31].C(N(CC)C(C)C)(C)C.C(NC(C)C)(C)C. (6) Given the product [C:1]([O:5][C:6]([N:8]1[CH2:13][CH2:12][CH:11]([C:14]2[C:19]([NH2:20])=[CH:18][C:17]([Cl:22])=[C:16]([C:23]([F:24])([F:25])[F:26])[N:15]=2)[CH2:10][CH2:9]1)=[O:7])([CH3:4])([CH3:2])[CH3:3], predict the reactants needed to synthesize it. The reactants are: [C:1]([O:5][C:6]([N:8]1[CH2:13][CH2:12][CH:11]([C:14]2[C:19]([NH2:20])=[C:18](Br)[C:17]([Cl:22])=[C:16]([C:23]([F:26])([F:25])[F:24])[N:15]=2)[CH2:10][CH2:9]1)=[O:7])([CH3:4])([CH3:3])[CH3:2].C[Si]([SiH]([Si](C)(C)C)[Si](C)(C)C)(C)C.N(C(C)(C)C#N)=NC(C)(C)C#N.O. (7) The reactants are: Br[CH2:2][C:3]1[CH:8]=[CH:7][C:6]([N:9]2[CH:14]=[C:13]([Cl:15])[CH:12]=[CH:11][C:10]2=[O:16])=[CH:5][CH:4]=1.C(N1C=[C:39]([CH2:41][C:42]2[CH:49]=[CH:48][C:45]([C:46]#[N:47])=[CH:44][CH:43]=2)[N:38]=[CH:37]1)(C1C=CC=CC=1)(C1C=CC=CC=1)C1C=CC=CC=1.CO.C[C:53]#[N:54]. Given the product [Cl:15][C:13]1[CH:12]=[CH:11][C:10](=[O:16])[N:9]([C:6]2[CH:7]=[CH:8][C:3]([CH2:2][N:38]3[CH:37]=[CH:53][N:54]=[C:39]3[CH2:41][C:42]3[CH:43]=[CH:44][C:45]([C:46]#[N:47])=[CH:48][CH:49]=3)=[CH:4][CH:5]=2)[CH:14]=1, predict the reactants needed to synthesize it. (8) Given the product [CH3:34][N:31]1[CH2:30][CH2:29][N:28]([C@@H:25]2[CH2:26][CH2:27][C@H:22]([N:11]3[C:7]4=[N:8][CH:9]=[N:10][C:5]([NH2:4])=[C:6]4[C:13]([C:14]4[CH:21]=[CH:20][C:17]([C:18]5[O:19][CH:46]=[N:45][CH:44]=5)=[CH:16][CH:15]=4)=[N:12]3)[CH2:23][CH2:24]2)[CH2:33][CH2:32]1, predict the reactants needed to synthesize it. The reactants are: C[O-].[Na+].[NH2:4][C:5]1[N:10]=[CH:9][N:8]=[C:7]2[N:11]([CH:22]3[CH2:27][CH2:26][CH:25]([N:28]4[CH2:33][CH2:32][N:31]([CH3:34])[CH2:30][CH2:29]4)[CH2:24][CH2:23]3)[N:12]=[C:13]([C:14]3[CH:21]=[CH:20][C:17]([CH:18]=[O:19])=[CH:16][CH:15]=3)[C:6]=12.C1(C)C=CC(S([CH2:44][N+:45]#[C-:46])(=O)=O)=CC=1.O. (9) Given the product [CH3:31][NH:32][C:1]([CH:4]1[CH2:9][CH2:8][CH2:7][N:6]([C:10]([NH:12][C:13]2[C:14]([CH3:30])=[CH:15][C:16]3[N:17]([CH:27]([CH3:28])[CH3:29])[C:18]4[C:23]([C:24]=3[C:25]=2[CH3:26])=[CH:22][CH:21]=[CH:20][CH:19]=4)=[O:11])[CH2:5]1)=[O:2], predict the reactants needed to synthesize it. The reactants are: [C:1]([CH:4]1[CH2:9][CH2:8][CH2:7][N:6]([C:10]([NH:12][C:13]2[C:14]([CH3:30])=[CH:15][C:16]3[N:17]([CH:27]([CH3:29])[CH3:28])[C:18]4[C:23]([C:24]=3[C:25]=2[CH3:26])=[CH:22][CH:21]=[CH:20][CH:19]=4)=[O:11])[CH2:5]1)(O)=[O:2].[CH3:31][NH2:32].